This data is from NCI-60 drug combinations with 297,098 pairs across 59 cell lines. The task is: Regression. Given two drug SMILES strings and cell line genomic features, predict the synergy score measuring deviation from expected non-interaction effect. (1) Drug 1: C1=CN(C(=O)N=C1N)C2C(C(C(O2)CO)O)O.Cl. Drug 2: C1C(C(OC1N2C=NC3=C(N=C(N=C32)Cl)N)CO)O. Cell line: OVCAR3. Synergy scores: CSS=34.2, Synergy_ZIP=-1.62, Synergy_Bliss=-1.91, Synergy_Loewe=-1.76, Synergy_HSA=1.56. (2) Drug 1: CC1=C(C(=CC=C1)Cl)NC(=O)C2=CN=C(S2)NC3=CC(=NC(=N3)C)N4CCN(CC4)CCO. Drug 2: C1=NC2=C(N1)C(=S)N=CN2. Cell line: KM12. Synergy scores: CSS=9.07, Synergy_ZIP=6.06, Synergy_Bliss=14.9, Synergy_Loewe=-5.38, Synergy_HSA=-0.773. (3) Drug 1: CN1CCC(CC1)COC2=C(C=C3C(=C2)N=CN=C3NC4=C(C=C(C=C4)Br)F)OC. Drug 2: CC12CCC(CC1=CCC3C2CCC4(C3CC=C4C5=CN=CC=C5)C)O. Cell line: SK-MEL-2. Synergy scores: CSS=6.83, Synergy_ZIP=2.82, Synergy_Bliss=11.2, Synergy_Loewe=6.82, Synergy_HSA=7.62. (4) Drug 1: C1CC(=O)NC(=O)C1N2CC3=C(C2=O)C=CC=C3N. Drug 2: CN1C(=O)N2C=NC(=C2N=N1)C(=O)N. Cell line: SN12C. Synergy scores: CSS=2.13, Synergy_ZIP=-3.10, Synergy_Bliss=-3.11, Synergy_Loewe=-2.51, Synergy_HSA=-2.50. (5) Drug 1: CC1=C2C(C(=O)C3(C(CC4C(C3C(C(C2(C)C)(CC1OC(=O)C(C(C5=CC=CC=C5)NC(=O)OC(C)(C)C)O)O)OC(=O)C6=CC=CC=C6)(CO4)OC(=O)C)OC)C)OC. Drug 2: CC(C)CN1C=NC2=C1C3=CC=CC=C3N=C2N. Synergy scores: CSS=20.9, Synergy_ZIP=-4.57, Synergy_Bliss=-10.7, Synergy_Loewe=-47.3, Synergy_HSA=-12.6. Cell line: KM12.